Dataset: Forward reaction prediction with 1.9M reactions from USPTO patents (1976-2016). Task: Predict the product of the given reaction. (1) Given the reactants [CH:1]1([C:4]2[CH:9]=[CH:8][N:7]=[CH:6][C:5]=2[N:10]([CH2:15][CH2:16][CH:17]([CH3:19])[CH3:18])[S:11]([CH3:14])(=[O:13])=[O:12])[CH2:3][CH2:2]1.[C:20]1([CH3:33])[CH:25]=[C:24]([CH3:26])[CH:23]=[C:22]([CH3:27])[C:21]=1[S:28]([O:31][NH2:32])(=[O:30])=[O:29], predict the reaction product. The product is: [CH3:27][C:22]1[CH:23]=[C:24]([CH3:26])[CH:25]=[C:20]([CH3:33])[C:21]=1[S:28]([O-:31])(=[O:30])=[O:29].[NH2:32][N+:7]1[CH:8]=[CH:9][C:4]([CH:1]2[CH2:3][CH2:2]2)=[C:5]([N:10]([CH2:15][CH2:16][CH:17]([CH3:19])[CH3:18])[S:11]([CH3:14])(=[O:12])=[O:13])[CH:6]=1. (2) The product is: [CH2:9]([N:8]([CH2:16][C:17]1[CH:22]=[CH:21][CH:20]=[CH:19][CH:18]=1)[C:5]1[N:4]=[C:3]([C:23]([O:25][CH3:26])=[O:24])[C:2](/[CH:54]=[CH:53]/[C:52]([O:56][CH3:57])=[O:55])=[CH:7][CH:6]=1)[C:10]1[CH:15]=[CH:14][CH:13]=[CH:12][CH:11]=1. Given the reactants Br[C:2]1[C:3]([C:23]([O:25][CH3:26])=[O:24])=[N:4][C:5]([N:8]([CH2:16][C:17]2[CH:22]=[CH:21][CH:20]=[CH:19][CH:18]=2)[CH2:9][C:10]2[CH:15]=[CH:14][CH:13]=[CH:12][CH:11]=2)=[CH:6][CH:7]=1.C1(P(C2C=CC=CC=2)C2C=CC=CC=2)C=CC=CC=1.C(=O)([O-])[O-].[K+].[K+].[C:52]([O:56][CH3:57])(=[O:55])[CH:53]=[CH2:54], predict the reaction product. (3) Given the reactants Br[C:2]1[CH:3]=[C:4]2[C:8](=[CH:9][CH:10]=1)[N:7]([CH2:11][C:12]([F:15])([F:14])[F:13])[C:6]([C:16]([N:18]1[CH2:23][CH2:22][O:21][CH2:20][CH2:19]1)=[O:17])=[CH:5]2.C1(P([C:47]2[CH:52]=CC=CC=2)CCCP(C2C=CC=CC=2)C2C=CC=CC=2)C=CC=CC=1.C(N(CC)CC)C.[CH2:60]([OH:62])C.CS(C)=[O:65], predict the reaction product. The product is: [CH2:52]([O:65][C:60]([C:2]1[CH:3]=[C:4]2[C:8](=[CH:9][CH:10]=1)[N:7]([CH2:11][C:12]([F:13])([F:14])[F:15])[C:6]([C:16]([N:18]1[CH2:19][CH2:20][O:21][CH2:22][CH2:23]1)=[O:17])=[CH:5]2)=[O:62])[CH3:47].